From a dataset of Forward reaction prediction with 1.9M reactions from USPTO patents (1976-2016). Predict the product of the given reaction. Given the reactants C([O:8][CH:9]1[CH2:12][CH:11]([N:13]2[CH:17]=[C:16]([C:18]3[C:19]([O:33][CH:34]4[CH2:37][CH2:36][CH2:35]4)=[C:20]4[C:25](=[CH:26][CH:27]=3)[N:24]([C:28]([O:30][CH3:31])=[O:29])[C@@H:23]([CH3:32])[CH2:22][CH2:21]4)[CH:15]=[N:14]2)[CH2:10]1)C1C=CC=CC=1, predict the reaction product. The product is: [CH:34]1([O:33][C:19]2[C:18]([C:16]3[CH:15]=[N:14][N:13]([CH:11]4[CH2:12][CH:9]([OH:8])[CH2:10]4)[CH:17]=3)=[CH:27][CH:26]=[C:25]3[C:20]=2[CH2:21][CH2:22][C@H:23]([CH3:32])[N:24]3[C:28]([O:30][CH3:31])=[O:29])[CH2:35][CH2:36][CH2:37]1.